From a dataset of Catalyst prediction with 721,799 reactions and 888 catalyst types from USPTO. Predict which catalyst facilitates the given reaction. (1) Reactant: C([O:3][C:4](=[O:26])[CH2:5][N:6]1[CH2:11][CH2:10][N:9]([CH2:12][CH2:13][CH2:14][C:15]2[C:23]3[CH2:22][CH2:21][CH2:20][CH2:19][C:18]=3[NH:17][C:16]=2[CH:24]=[O:25])[CH2:8][CH2:7]1)C.C(=O)([O-])[O-].[K+].[K+]. Product: [CH:24]([C:16]1[NH:17][C:18]2[CH2:19][CH2:20][CH2:21][CH2:22][C:23]=2[C:15]=1[CH2:14][CH2:13][CH2:12][N:9]1[CH2:10][CH2:11][N:6]([CH2:5][C:4]([OH:26])=[O:3])[CH2:7][CH2:8]1)=[O:25]. The catalyst class is: 24. (2) Reactant: [C:1]1([CH2:7][C:8]([N:10]2[CH2:15][CH2:14][N:13]([CH2:16][CH2:17][CH2:18][C:19]3([C:32]([O:34]C)=[O:33])[C:31]4[CH:30]=[CH:29][CH:28]=[CH:27][C:26]=4[C:25]4[C:20]3=[CH:21][CH:22]=[CH:23][CH:24]=4)[CH2:12][CH2:11]2)=[O:9])[CH:6]=[CH:5][CH:4]=[CH:3][CH:2]=1.[OH-].[Na+]. Product: [C:1]1([CH2:7][C:8]([N:10]2[CH2:15][CH2:14][N:13]([CH2:16][CH2:17][CH2:18][C:19]3([C:32]([OH:34])=[O:33])[C:31]4[CH:30]=[CH:29][CH:28]=[CH:27][C:26]=4[C:25]4[C:20]3=[CH:21][CH:22]=[CH:23][CH:24]=4)[CH2:12][CH2:11]2)=[O:9])[CH:6]=[CH:5][CH:4]=[CH:3][CH:2]=1. The catalyst class is: 71. (3) Reactant: [CH3:1][O:2][CH2:3][C@@H:4]([O:6][C:7]1[CH:8]=[C:9]([CH:13]=[C:14]([O:16][CH2:17][C:18]2[CH:23]=[CH:22][CH:21]=[CH:20][CH:19]=2)[CH:15]=1)[C:10]([OH:12])=O)[CH3:5].[CH3:24][N:25]1[C:29]([CH3:30])=[CH:28][C:27]([NH2:31])=[N:26]1.CCN(C(C)C)C(C)C.CN(C(ON1N=NC2C=CC=NC1=2)=[N+](C)C)C.F[P-](F)(F)(F)(F)F. Product: [CH3:24][N:25]1[C:29]([CH3:30])=[CH:28][C:27]([NH:31][C:10](=[O:12])[C:9]2[CH:13]=[C:14]([O:16][CH2:17][C:18]3[CH:23]=[CH:22][CH:21]=[CH:20][CH:19]=3)[CH:15]=[C:7]([O:6][C@@H:4]([CH3:5])[CH2:3][O:2][CH3:1])[CH:8]=2)=[N:26]1. The catalyst class is: 3.